From a dataset of Reaction yield outcomes from USPTO patents with 853,638 reactions. Predict the reaction yield, written as a fraction of the theoretical maximum amount of product (1.0 means a 100% yield; for example, 0.34 means a 34% yield). (1) The reactants are [Cl:1][CH:2]([F:19])[C:3]([F:18])([F:17])[O:4][C:5]1[CH:6]=[CH:7][C:8]([CH3:16])=[C:9]([CH:15]=1)[C:10]([O:12][CH2:13][CH3:14])=[O:11].[Br:20]N1C(=O)CCC1=O.C(OOC(=O)C1C=CC=CC=1)(=O)C1C=CC=CC=1. The catalyst is C(Cl)(Cl)(Cl)Cl. The product is [Br:20][CH2:16][C:8]1[CH:7]=[CH:6][C:5]([O:4][C:3]([F:17])([F:18])[CH:2]([Cl:1])[F:19])=[CH:15][C:9]=1[C:10]([O:12][CH2:13][CH3:14])=[O:11]. The yield is 0.820. (2) The catalyst is C1C=CC(P(C2C=CC=CC=2)[C-]2C=CC=C2)=CC=1.C1C=CC(P(C2C=CC=CC=2)[C-]2C=CC=C2)=CC=1.Cl[Pd]Cl.[Fe+2].COCCOC. The reactants are Br[C:2]1[C:3]([CH3:30])=[C:4]([C:11]([C:13]2[CH:14]=[C:15]3[C:20](=[CH:21][CH:22]=2)[NH:19][C:18](=[O:23])[N:17]([CH2:24][C:25]([O:27][CH3:28])=[O:26])[C:16]3=[O:29])=[O:12])[N:5]2[C:10]=1[CH:9]=[CH:8][CH:7]=[CH:6]2.[C:31]([O:35][C:36](=[O:54])[CH2:37][O:38][C:39]1[CH:44]=[CH:43][C:42](B2OC(C)(C)C(C)(C)O2)=[CH:41][CH:40]=1)([CH3:34])([CH3:33])[CH3:32].P([O-])([O-])([O-])=O.[K+].[K+].[K+]. The yield is 0.420. The product is [CH3:28][O:27][C:25](=[O:26])[CH2:24][N:17]1[C:16](=[O:29])[C:15]2[C:20](=[CH:21][CH:22]=[C:13]([C:11]([C:4]3[N:5]4[C:10]([CH:9]=[CH:8][CH:7]=[CH:6]4)=[C:2]([C:42]4[CH:41]=[CH:40][C:39]([O:38][CH2:37][C:36]([O:35][C:31]([CH3:34])([CH3:33])[CH3:32])=[O:54])=[CH:44][CH:43]=4)[C:3]=3[CH3:30])=[O:12])[CH:14]=2)[NH:19][C:18]1=[O:23]. (3) The reactants are [C:1]([C:4]1([C:7]2[CH:38]=[CH:37][CH:36]=[CH:35][C:8]=2[CH2:9][CH2:10][C:11]2[C:16]([CH3:17])=[CH:15][N:14]=[C:13]([NH:18][C:19]3[CH:24]=[CH:23][C:22]([CH:25]([NH:27]C(=O)OC(C)(C)C)[CH3:26])=[CH:21][CH:20]=3)[N:12]=2)[CH2:6][CH2:5]1)(=[O:3])[NH2:2].C(O)(C(F)(F)F)=O. The product is [NH2:27][CH:25]([C:22]1[CH:23]=[CH:24][C:19]([NH:18][C:13]2[N:12]=[C:11]([CH2:10][CH2:9][C:8]3[CH:35]=[CH:36][CH:37]=[CH:38][C:7]=3[C:4]3([C:1]([NH2:2])=[O:3])[CH2:6][CH2:5]3)[C:16]([CH3:17])=[CH:15][N:14]=2)=[CH:20][CH:21]=1)[CH3:26]. The catalyst is C(Cl)Cl. The yield is 0.420. (4) The reactants are [CH:1]1[CH:20]=[CH:19][C:17](=[O:18])/[C:3](=[CH:4]\[NH:5][CH2:6][CH2:7][NH:8]/[CH:9]=[C:10]2\[C:11]([CH:13]=[CH:14][CH:15]=[CH:16]\2)=[O:12])/[CH:2]=1.[O-]CC.[O-]CC.[O-]CC.[Al+3]. The catalyst is C1(C)C=CC=CC=1. The product is [CH:15]1[CH:14]=[CH:13][C:11](=[O:12])/[C:10](=[CH:9]/[NH:8][CH2:7][CH2:6][NH:5]/[CH:4]=[C:3]2/[CH:2]=[CH:1][CH:20]=[CH:19][C:17]/2=[O:18])/[CH:16]=1. The yield is 0.490.